Dataset: Catalyst prediction with 721,799 reactions and 888 catalyst types from USPTO. Task: Predict which catalyst facilitates the given reaction. (1) Reactant: [CH:1]([N:4]1[C:8]([C:9]2[CH:10]=[C:11]([NH2:17])[CH:12]=[CH:13][C:14]=2[O:15][CH3:16])=[CH:7][CH:6]=[N:5]1)([CH3:3])[CH3:2].[F:18][C:19]1[CH:20]=[C:21]([N:26]=[C:27]=[O:28])[CH:22]=[CH:23][C:24]=1[F:25]. Product: [F:18][C:19]1[CH:20]=[C:21]([NH:26][C:27]([NH:17][C:11]2[CH:12]=[CH:13][C:14]([O:15][CH3:16])=[C:9]([C:8]3[N:4]([CH:1]([CH3:3])[CH3:2])[N:5]=[CH:6][CH:7]=3)[CH:10]=2)=[O:28])[CH:22]=[CH:23][C:24]=1[F:25]. The catalyst class is: 2. (2) Reactant: [Cl:1][C:2]1[C:10]2[NH:9]N=C[C:6]=2[C:5]2[CH2:11][N:12]([CH2:21][C:22]([CH3:25])([CH3:24])[CH3:23])[C:13](=[O:20])[C@H:14]([CH2:16][C:17]([OH:19])=O)[CH2:15][C:4]=2[CH:3]=1.[NH:26]1[CH2:31][CH2:30][CH:29]([C:32]2[C:37](=[O:38])[NH:36][C:35]3[CH:39]=[CH:40][S:41][C:34]=3[CH:33]=2)[CH2:28][CH2:27]1.[CH:42]1C=CC2N(O)N=NC=2[CH:47]=1.C(Cl)CCl.CCN(C(C)C)C(C)C. Product: [Cl:1][C:2]1[CH:3]=[C:4]2[CH2:15][C@@H:14]([CH2:16][C:17]([N:26]3[CH2:27][CH2:28][CH:29]([C:32]4[C:37](=[O:38])[NH:36][C:35]5[CH:39]=[CH:40][S:41][C:34]=5[CH:33]=4)[CH2:30][CH2:31]3)=[O:19])[C:13](=[O:20])[N:12]([CH2:21][C:22]([CH3:25])([CH3:23])[CH3:24])[CH2:11][C:5]2=[C:6]2[C:10]=1[NH:9][CH:47]=[CH:42]2. The catalyst class is: 3. (3) Reactant: [Cl:1][C:2]1[C:18]([N+:19]([O-])=O)=[C:17]([F:22])[CH:16]=[CH:15][C:3]=1[C:4]([NH:6][S:7]([N:10]([CH:12]([CH3:14])[CH3:13])[CH3:11])(=[O:9])=[O:8])=[O:5].[Cl-].[NH4+].CO.[H][H]. Product: [Cl:1][C:2]1[C:18]([NH2:19])=[C:17]([F:22])[CH:16]=[CH:15][C:3]=1[C:4]([NH:6][S:7]([N:10]([CH:12]([CH3:14])[CH3:13])[CH3:11])(=[O:9])=[O:8])=[O:5]. The catalyst class is: 787. (4) Reactant: [N:1]1[C:10]2[C:5](=[CH:6][CH:7]=[CH:8][CH:9]=2)[CH:4]=[C:3]([NH:11][S:12]([C:15]2[C:16]([O:22][CH3:23])=[N:17][CH:18]=[C:19](Br)[CH:20]=2)(=[O:14])=[O:13])[CH:2]=1.C([O-])([O-])=O.[K+].[K+].[B:30]1([B:30]2[O:34][C:33]([CH3:36])([CH3:35])[C:32]([CH3:38])([CH3:37])[O:31]2)[O:34][C:33]([CH3:36])([CH3:35])[C:32]([CH3:38])([CH3:37])[O:31]1.O. Product: [N:1]1[C:10]2[C:5](=[CH:6][CH:7]=[CH:8][CH:9]=2)[CH:4]=[C:3]([NH:11][S:12]([C:15]2[C:16]([O:22][CH3:23])=[N:17][CH:18]=[C:19]([B:30]3[O:34][C:33]([CH3:36])([CH3:35])[C:32]([CH3:38])([CH3:37])[O:31]3)[CH:20]=2)(=[O:14])=[O:13])[CH:2]=1. The catalyst class is: 128. (5) The catalyst class is: 16. Product: [C:23]1([C:29]2[N:33]=[C:32]([N:34]3[CH2:39][CH2:38][N:37]([C:15]([NH:6][C:5]4[CH:4]=[CH:3][NH:2][N:1]=4)=[O:17])[CH2:36][CH2:35]3)[S:31][N:30]=2)[CH:24]=[CH:25][CH:26]=[CH:27][CH:28]=1. Reactant: [NH:1]1[C:5]([N:6]([C:15]([O:17]CC(Cl)(Cl)Cl)=O)C(OCC(Cl)(Cl)Cl)=O)=[CH:4][CH:3]=[N:2]1.[C:23]1([C:29]2[N:33]=[C:32]([N:34]3[CH2:39][CH2:38][NH:37][CH2:36][CH2:35]3)[S:31][N:30]=2)[CH:28]=[CH:27][CH:26]=[CH:25][CH:24]=1.C(N(C(C)C)CC)(C)C.O. (6) The catalyst class is: 6. Reactant: [OH-:1].[CH2:2]([N+:4]([CH2:9][CH3:10])([CH2:7][CH3:8])[CH2:5][CH3:6])[CH3:3].[B:11]([OH:14])([OH:13])[OH:12].[C:15](O)(=O)[C:16]1[C:17](=[CH:19][CH:20]=[CH:21][CH:22]=1)[OH:18]. Product: [CH2:15]([O:12][B:11]([O-:14])[O:13][CH2:19][C:17]1[C:16](=[CH:22][CH:21]=[CH:9][CH:10]=1)[OH:1])[C:16]1[C:17](=[CH:19][CH:20]=[CH:21][CH:22]=1)[OH:18].[CH2:2]([N+:4]([CH2:9][CH3:10])([CH2:7][CH3:8])[CH2:5][CH3:6])[CH3:3]. (7) Reactant: Cl.[OH:2]/[N:3]=[C:4](/[C:33]1[CH:38]=[CH:37][N:36]=[C:35]([CH3:39])[CH:34]=1)\[CH2:5][C@H:6]([C:14]1[CH:19]=[CH:18][C:17]([C:20]2[CH2:25][CH2:24][N:23](C(OC(C)(C)C)=O)[CH2:22][CH:21]=2)=[CH:16][CH:15]=1)[C:7]1[CH:12]=[CH:11][CH:10]=[CH:9][C:8]=1[CH3:13].C(=O)([O-])O.[Na+]. Product: [CH3:39][C:35]1[CH:34]=[C:33](/[C:4](=[N:3]/[OH:2])/[CH2:5][C@H:6]([C:14]2[CH:19]=[CH:18][C:17]([C:20]3[CH2:25][CH2:24][NH:23][CH2:22][CH:21]=3)=[CH:16][CH:15]=2)[C:7]2[CH:12]=[CH:11][CH:10]=[CH:9][C:8]=2[CH3:13])[CH:38]=[CH:37][N:36]=1. The catalyst class is: 12. (8) Reactant: [CH2:1]([NH2:8])[C:2]1[CH:7]=[CH:6][CH:5]=[CH:4][CH:3]=1.[CH2:9]([O:16][C@H:17]([CH2:20][O:21][CH2:22][C:23]1[CH:28]=[CH:27][CH:26]=[CH:25][CH:24]=1)[CH:18]=O)[C:10]1[CH:15]=[CH:14][CH:13]=[CH:12][CH:11]=1.S([O-])([O-])(=O)=O.[Mg+2]. Product: [CH2:9]([O:16][C@H:17]([CH2:20][O:21][CH2:22][C:23]1[CH:24]=[CH:25][CH:26]=[CH:27][CH:28]=1)[CH:18]=[N:8][CH2:1][C:2]1[CH:7]=[CH:6][CH:5]=[CH:4][CH:3]=1)[C:10]1[CH:11]=[CH:12][CH:13]=[CH:14][CH:15]=1. The catalyst class is: 27.